Dataset: TCR-epitope binding with 47,182 pairs between 192 epitopes and 23,139 TCRs. Task: Binary Classification. Given a T-cell receptor sequence (or CDR3 region) and an epitope sequence, predict whether binding occurs between them. (1) The epitope is KAFSPEVIPMF. The TCR CDR3 sequence is CASSQVEETQYF. Result: 0 (the TCR does not bind to the epitope). (2) The epitope is NEGVKAAW. The TCR CDR3 sequence is CATRGQGGHTEAFF. Result: 1 (the TCR binds to the epitope).